Task: Predict the reactants needed to synthesize the given product.. Dataset: Full USPTO retrosynthesis dataset with 1.9M reactions from patents (1976-2016) (1) Given the product [N:13]1([CH:8]2[CH2:7][C:6]3[C:10](=[CH:11][CH:12]=[C:4]([NH2:1])[CH:5]=3)[CH2:9]2)[CH2:17][CH2:16][CH2:15][CH2:14]1, predict the reactants needed to synthesize it. The reactants are: [N+:1]([C:4]1[CH:5]=[C:6]2[C:10](=[CH:11][CH:12]=1)[CH2:9][CH:8]([N:13]1[CH2:17][CH2:16][CH2:15][CH2:14]1)[CH2:7]2)([O-])=O. (2) Given the product [C:1]([NH:4][C:5]1[CH:45]=[CH:44][C:8]([CH2:9][C:10]2[N:18]([CH2:19][O:20][C:21](=[O:26])[C:22]([CH3:25])([CH3:24])[CH3:23])[C:17]3[C:16](=[O:27])[N:15]([CH2:28][C:29]4[CH:34]=[C:33]([NH2:35])[CH:32]=[CH:31][C:30]=4[F:38])[C:14](=[O:39])[N:13]([CH2:40][CH2:41][CH2:42][CH3:43])[C:12]=3[N:11]=2)=[CH:7][CH:6]=1)(=[O:3])[CH3:2], predict the reactants needed to synthesize it. The reactants are: [C:1]([NH:4][C:5]1[CH:45]=[CH:44][C:8]([CH2:9][C:10]2[N:18]([CH2:19][O:20][C:21](=[O:26])[C:22]([CH3:25])([CH3:24])[CH3:23])[C:17]3[C:16](=[O:27])[N:15]([CH2:28][C:29]4[CH:34]=[C:33]([N+:35]([O-])=O)[CH:32]=[CH:31][C:30]=4[F:38])[C:14](=[O:39])[N:13]([CH2:40][CH2:41][CH2:42][CH3:43])[C:12]=3[N:11]=2)=[CH:7][CH:6]=1)(=[O:3])[CH3:2].[H][H]. (3) Given the product [CH:1]([C:4]1[CH:12]=[C:11]([CH:13]([CH3:15])[CH3:14])[CH:10]=[C:9]([CH:16]([CH3:18])[CH3:17])[C:5]=1[C:6]([O-:8])=[O:7])([CH3:3])[CH3:2].[C:39]1([S+:32]([C:26]2[CH:27]=[CH:28][CH:29]=[CH:30][CH:31]=2)[C:33]2[CH:38]=[CH:37][CH:36]=[CH:35][CH:34]=2)[CH:40]=[CH:41][CH:42]=[CH:43][CH:44]=1, predict the reactants needed to synthesize it. The reactants are: [CH:1]([C:4]1[CH:12]=[C:11]([CH:13]([CH3:15])[CH3:14])[CH:10]=[C:9]([CH:16]([CH3:18])[CH3:17])[C:5]=1[C:6]([O-:8])=[O:7])([CH3:3])[CH3:2].[Na+].COS([O-])(=O)=O.[C:26]1([S+:32]([C:39]2[CH:44]=[CH:43][CH:42]=[CH:41][CH:40]=2)[C:33]2[CH:38]=[CH:37][CH:36]=[CH:35][CH:34]=2)[CH:31]=[CH:30][CH:29]=[CH:28][CH:27]=1.C(C(C)=O)(C)C.C(O)CCCC. (4) Given the product [N:49]1([NH:48][C:3]([C:5]2[NH:6][N:7]=[C:8]([O:10][CH2:11][C:12]3[C:13]([C:18]4[CH:19]=[CH:20][C:21]([F:24])=[CH:22][CH:23]=4)=[N:14][O:15][C:16]=3[CH3:17])[CH:9]=2)=[O:4])[CH2:54][CH2:53][O:52][CH2:51][CH2:50]1, predict the reactants needed to synthesize it. The reactants are: CO[C:3]([C:5]1[NH:6][N:7]=[C:8]([O:10][CH2:11][C:12]2[C:13]([C:18]3[CH:23]=[CH:22][C:21]([F:24])=[CH:20][CH:19]=3)=[N:14][O:15][C:16]=2[CH3:17])[CH:9]=1)=[O:4].COC(C1NN=C(OCC2C(C3C=CC=CC=3)=NOC=2C)C=1)=O.[NH2:48][N:49]1[CH2:54][CH2:53][O:52][CH2:51][CH2:50]1. (5) Given the product [C:1]([O:5][C:6]([N:8]1[CH2:14][CH2:13][C@H:12]([CH3:15])[C@H:11]([NH2:16])[CH2:10][CH2:9]1)=[O:7])([CH3:4])([CH3:2])[CH3:3], predict the reactants needed to synthesize it. The reactants are: [C:1]([O:5][C:6]([N:8]1[CH2:14][CH2:13][C@H:12]([CH3:15])[C@H:11]([NH:16]CC2C=CC=CC=2)[CH2:10][CH2:9]1)=[O:7])([CH3:4])([CH3:3])[CH3:2].Cl.